This data is from Reaction yield outcomes from USPTO patents with 853,638 reactions. The task is: Predict the reaction yield, written as a fraction of the theoretical maximum amount of product (1.0 means a 100% yield; for example, 0.34 means a 34% yield). (1) The reactants are F[C:2](F)(F)[C:3](O)=O.C([C:10]1([C:26]([O-:28])=[O:27])[C:14]2[CH2:15][N:16](C(OC(C)(C)C)=O)[CH2:17][CH2:18][C:13]=2[NH:12][NH:11]1)C. No catalyst specified. The product is [CH2:2]([O:28][C:26]([C:10]1[C:14]2[CH2:15][NH:16][CH2:17][CH2:18][C:13]=2[NH:12][N:11]=1)=[O:27])[CH3:3]. The yield is 0.787. (2) The reactants are [NH2:1][C:2]1[C:3]([C:14]([NH2:16])=[O:15])=[N:4][C:5]([CH:8]2[CH2:13][CH2:12][NH:11][CH2:10][CH2:9]2)=[CH:6][CH:7]=1.[Cl:17][C:18]1[N:23]=[C:22]([C:24]([O:26]C)=[O:25])[CH:21]=[C:20](Cl)[N:19]=1.[OH-].[K+].Cl. The catalyst is CO.O. The product is [NH2:1][C:2]1[CH:7]=[CH:6][C:5]([CH:8]2[CH2:13][CH2:12][N:11]([C:20]3[N:19]=[C:18]([Cl:17])[N:23]=[C:22]([C:24]([OH:26])=[O:25])[CH:21]=3)[CH2:10][CH2:9]2)=[N:4][C:3]=1[C:14](=[O:15])[NH2:16]. The yield is 0.630. (3) The reactants are Br[C:2]1[CH:17]=[CH:16][CH:15]=[C:14]([N+:18]([O-:20])=[O:19])[C:3]=1[O:4][CH2:5][CH2:6][O:7][CH:8]1[CH2:13][CH2:12][CH2:11][CH2:10][O:9]1.C(=O)([O-])O.[Na+].[CH:26]1([C:32]2[C:33]3[S:48][C:47]([C:49]([O:51][CH3:52])=[O:50])=[CH:46][C:34]=3[NH:35][C:36]=2B2OC(C)(C)C(C)(C)O2)[CH2:31][CH2:30][CH2:29][CH2:28][CH2:27]1. The catalyst is O.COCCOC.C1C=CC([P]([Pd]([P](C2C=CC=CC=2)(C2C=CC=CC=2)C2C=CC=CC=2)([P](C2C=CC=CC=2)(C2C=CC=CC=2)C2C=CC=CC=2)[P](C2C=CC=CC=2)(C2C=CC=CC=2)C2C=CC=CC=2)(C2C=CC=CC=2)C2C=CC=CC=2)=CC=1. The product is [CH:26]1([C:32]2[C:33]3[S:48][C:47]([C:49]([O:51][CH3:52])=[O:50])=[CH:46][C:34]=3[NH:35][C:36]=2[C:2]2[CH:17]=[CH:16][CH:15]=[C:14]([N+:18]([O-:20])=[O:19])[C:3]=2[O:4][CH2:5][CH2:6][O:7][CH:8]2[CH2:13][CH2:12][CH2:11][CH2:10][O:9]2)[CH2:27][CH2:28][CH2:29][CH2:30][CH2:31]1. The yield is 0.440. (4) The reactants are [OH:1][C@H:2]1CC[C@H](NC2N=C(C(OCC)=O)C([N+]([O-])=O)=C(NC3C=CC=CC=3OC)N=2)CC1.Cl[C:33]1[N:38]=[C:37]([C:39]([O:41]CC)=O)[C:36]([N+:44]([O-])=O)=[C:35]([NH:47][C:48]2[CH:53]=[CH:52][CH:51]=[CH:50][C:49]=2[O:54][CH3:55])[N:34]=1.[NH2:56][C@H:57]1[CH2:62][CH2:61][C@H:60]([OH:63])[CH2:59][CH2:58]1.C([N:67](C(C)C)CC)(C)C.C[N:74](C)[CH:75]=[O:76]. No catalyst specified. The product is [C:75](=[O:76])([O:63][C@H:60]1[CH2:61][CH2:62][C@H:57]([NH:56][C:33]2[N:34]=[C:35]3[C:36]([NH:44][C:2](=[O:1])[N:47]3[C:48]3[CH:53]=[CH:52][CH:51]=[CH:50][C:49]=3[O:54][CH3:55])=[C:37]([C:39](=[O:41])[NH2:67])[N:38]=2)[CH2:58][CH2:59]1)[NH2:74]. The yield is 0.820. (5) The reactants are Cl[C:2](Cl)([O:4]C(=O)OC(Cl)(Cl)Cl)Cl.[CH:13]([N:16]1[C:20]2[N:21]=[C:22]([C:31]3[CH:37]=[CH:36][C:34]([NH2:35])=[CH:33][CH:32]=3)[N:23]=[C:24]([N:25]3[CH2:30][CH2:29][O:28][CH2:27][CH2:26]3)[C:19]=2[N:18]=[N:17]1)(C)[CH3:14].CCN(CC)CC.[CH3:45][N:46]1[CH2:51][CH2:50][N:49]([C:52]2[CH:58]=[CH:57][C:55]([NH2:56])=[CH:54][CH:53]=2)[CH2:48][CH2:47]1. The catalyst is C(Cl)Cl. The product is [CH2:13]([N:16]1[C:20]2[N:21]=[C:22]([C:31]3[CH:32]=[CH:33][C:34]([NH:35][C:2]([NH:56][C:55]4[CH:57]=[CH:58][C:52]([N:49]5[CH2:48][CH2:47][N:46]([CH3:45])[CH2:51][CH2:50]5)=[CH:53][CH:54]=4)=[O:4])=[CH:36][CH:37]=3)[N:23]=[C:24]([N:25]3[CH2:26][CH2:27][O:28][CH2:29][CH2:30]3)[C:19]=2[N:18]=[N:17]1)[CH3:14]. The yield is 0.350.